This data is from Peptide-MHC class I binding affinity with 185,985 pairs from IEDB/IMGT. The task is: Regression. Given a peptide amino acid sequence and an MHC pseudo amino acid sequence, predict their binding affinity value. This is MHC class I binding data. (1) The peptide sequence is SYSPGEINRV. The MHC is Patr-A0701 with pseudo-sequence Patr-A0701. The binding affinity (normalized) is 0.534. (2) The peptide sequence is RRRRRRRWRQR. The MHC is Mamu-A02 with pseudo-sequence Mamu-A02. The binding affinity (normalized) is 0.0461. (3) The peptide sequence is GVFKVWHPI. The MHC is HLA-B07:02 with pseudo-sequence HLA-B07:02. The binding affinity (normalized) is 0.0847. (4) The peptide sequence is AVDLYHFLK. The MHC is HLA-A03:01 with pseudo-sequence HLA-A03:01. The binding affinity (normalized) is 0.590. (5) The MHC is HLA-A29:02 with pseudo-sequence HLA-A29:02. The binding affinity (normalized) is 0. The peptide sequence is GPSHKARVL. (6) The peptide sequence is EVNAHIHTM. The MHC is HLA-B15:01 with pseudo-sequence HLA-B15:01. The binding affinity (normalized) is 0.0847. (7) The peptide sequence is FYQIFPHSL. The MHC is HLA-B27:05 with pseudo-sequence HLA-B27:05. The binding affinity (normalized) is 0.0847. (8) The MHC is HLA-B54:01 with pseudo-sequence HLA-B54:01. The peptide sequence is KEKGGLEGM. The binding affinity (normalized) is 0.